Dataset: Catalyst prediction with 721,799 reactions and 888 catalyst types from USPTO. Task: Predict which catalyst facilitates the given reaction. (1) Product: [Cl:25][C:21]1[CH:22]=[CH:23][C:24]2[N:15]([CH2:14][CH:13]([OH:37])[CH:9]3[CH2:10][CH2:11][CH2:12][NH:8]3)[C:16](=[O:36])[C:17]3=[C:28]([CH3:29])[NH:27][N:26]=[C:18]3[C:19]=2[CH:20]=1. The catalyst class is: 301. Reactant: C(OC([N:8]1[CH2:12][CH2:11][CH2:10][CH:9]1[C:13](=[O:37])[CH2:14][N:15]1[C:24]2[CH:23]=[CH:22][C:21]([Cl:25])=[CH:20][C:19]=2[C:18]2=[N:26][N:27](C3CCCCO3)[C:28]([CH3:29])=[C:17]2[C:16]1=[O:36])=O)(C)(C)C.[BH4-].[Na+].[NH4+].[Cl-]. (2) Reactant: [CH3:1][O:2][C:3]1[C:12]2[N:11]=[N:10][C:9]3=[C:13]([CH3:16])[N:14]=[CH:15][N:8]3[C:7]=2[CH:6]=[C:5]([C:17]([F:20])([F:19])[F:18])[CH:4]=1.[Br:21]NC(=O)CCC(N)=O. Product: [Br:21][C:15]1[N:8]2[C:9]([N:10]=[N:11][C:12]3[C:3]([O:2][CH3:1])=[CH:4][C:5]([C:17]([F:20])([F:19])[F:18])=[CH:6][C:7]=32)=[C:13]([CH3:16])[N:14]=1. The catalyst class is: 10.